Dataset: Forward reaction prediction with 1.9M reactions from USPTO patents (1976-2016). Task: Predict the product of the given reaction. Given the reactants [Si:1]([O:8][C@H:9]1[CH2:13][N:12]([C:14]([O:16][C:17]([CH3:20])([CH3:19])[CH3:18])=[O:15])[C@H:11]([CH2:21][OH:22])[CH2:10]1)([C:4]([CH3:7])([CH3:6])[CH3:5])([CH3:3])[CH3:2].CCN(CC)CC.[CH3:30][S:31](Cl)(=[O:33])=[O:32].O, predict the reaction product. The product is: [Si:1]([O:8][C@H:9]1[CH2:13][N:12]([C:14]([O:16][C:17]([CH3:20])([CH3:19])[CH3:18])=[O:15])[C@H:11]([CH2:21][O:22][S:31]([CH3:30])(=[O:33])=[O:32])[CH2:10]1)([C:4]([CH3:7])([CH3:6])[CH3:5])([CH3:3])[CH3:2].